From a dataset of Full USPTO retrosynthesis dataset with 1.9M reactions from patents (1976-2016). Predict the reactants needed to synthesize the given product. (1) Given the product [CH2:9]([O:16][C:17]([N:19]1[CH2:20][CH2:21][C:22]2([CH2:25][CH2:26][OH:27])[CH:23]([CH2:1]2)[CH2:24]1)=[O:18])[C:10]1[CH:15]=[CH:14][CH:13]=[CH:12][CH:11]=1, predict the reactants needed to synthesize it. The reactants are: [CH2:1]([Zn]CC)C.ICI.[CH2:9]([O:16][C:17]([N:19]1[CH2:24][CH:23]=[C:22]([CH2:25][CH2:26][OH:27])[CH2:21][CH2:20]1)=[O:18])[C:10]1[CH:15]=[CH:14][CH:13]=[CH:12][CH:11]=1.[Cl-].[NH4+].Cl. (2) Given the product [Cl:20][C:11]1[C:10]2[C:15](=[CH:16][C:7]([C:5]3[O:6][C:2]([CH3:1])=[N:3][N:4]=3)=[CH:8][CH:9]=2)[N:14]=[CH:13][N:12]=1, predict the reactants needed to synthesize it. The reactants are: [CH3:1][C:2]1[O:6][C:5]([C:7]2[CH:16]=[C:15]3[C:10]([C:11](=O)[NH:12][CH:13]=[N:14]3)=[CH:9][CH:8]=2)=[N:4][N:3]=1.P(Cl)(Cl)([Cl:20])=O. (3) The reactants are: F[C:2]1[CH:3]=[C:4]([C:9]2[O:13][N:12]=[C:11]([C:14]([N:16]3[CH2:21][C@H:20]([CH2:22][CH:23]([CH3:25])[CH3:24])[NH:19][C:18](=[O:26])[C@@H:17]3[CH2:27][CH:28]([CH3:30])[CH3:29])=[O:15])[CH:10]=2)[CH:5]=[CH:6][C:7]=1F.C([C@@H]1NC[C@H](CC(C)C)NC1=O)C(C)C.[Cl:46]C1C=CC(C2ON=C(C(O)=O)C=2)=CC=1. Given the product [Cl:46][C:7]1[CH:6]=[CH:5][C:4]([C:9]2[O:13][N:12]=[C:11]([C:14]([N:16]3[CH2:21][C@H:20]([CH2:22][CH:23]([CH3:25])[CH3:24])[NH:19][C:18](=[O:26])[C@@H:17]3[CH2:27][CH:28]([CH3:30])[CH3:29])=[O:15])[CH:10]=2)=[CH:3][CH:2]=1, predict the reactants needed to synthesize it.